Dataset: Full USPTO retrosynthesis dataset with 1.9M reactions from patents (1976-2016). Task: Predict the reactants needed to synthesize the given product. (1) Given the product [CH:20]1([NH:23][C:14]([NH:6][C:4](=[O:5])[C:3]2[CH:7]=[C:8]([F:13])[C:9]([I:12])=[C:10]([CH3:11])[C:2]=2[F:1])=[O:18])[CH2:22][CH2:21]1, predict the reactants needed to synthesize it. The reactants are: [F:1][C:2]1[C:10]([CH3:11])=[C:9]([I:12])[C:8]([F:13])=[CH:7][C:3]=1[C:4]([NH2:6])=[O:5].[C:14](Cl)(=[O:18])C(Cl)=O.[CH:20]1([NH2:23])[CH2:22][CH2:21]1. (2) Given the product [F:26][C:27]1[CH:28]=[C:29]([CH:32]=[C:33]([F:35])[CH:34]=1)[CH2:30][NH:1][C:4]1[C:5]2[CH:6]=[CH:7][C:8]([NH:25][C:24]3[C:18]4[O:17][C:16]([CH3:15])=[CH:20][C:19]=4[CH:21]=[CH:22][CH:23]=3)=[N:9][C:10]=2[CH:11]=[CH:12][CH:13]=1, predict the reactants needed to synthesize it. The reactants are: [N+:1]([C:4]1[CH:13]=[CH:12][CH:11]=[C:10]2[C:5]=1[CH:6]=[CH:7][C:8](Cl)=[N:9]2)([O-])=O.[CH3:15][C:16]1[O:17][C:18]2[C:24]([NH2:25])=[CH:23][CH:22]=[CH:21][C:19]=2[CH:20]=1.[F:26][C:27]1[CH:28]=[C:29]([CH:32]=[C:33]([F:35])[CH:34]=1)[CH:30]=O.